The task is: Predict which catalyst facilitates the given reaction.. This data is from Catalyst prediction with 721,799 reactions and 888 catalyst types from USPTO. (1) Reactant: [F:1][C:2]1[CH:7]=[C:6]([CH3:8])[CH:5]=[CH:4][C:3]=1[S:9](Cl)(=[O:11])=[O:10].[NH2:13][C:14]1[CH:18]=[CH:17][S:16][C:15]=1[C:19]([O:21][CH3:22])=[O:20]. Product: [F:1][C:2]1[CH:7]=[C:6]([CH3:8])[CH:5]=[CH:4][C:3]=1[S:9]([NH:13][C:14]1[CH:18]=[CH:17][S:16][C:15]=1[C:19]([O:21][CH3:22])=[O:20])(=[O:11])=[O:10]. The catalyst class is: 228. (2) Reactant: [C:1]1([C:26]2[CH:31]=[CH:30][CH:29]=[CH:28][CH:27]=2)[CH:6]=[CH:5][CH:4]=[C:3]([C:7]2[O:8][C:9]([CH3:25])=[C:10]([CH2:12][CH2:13][O:14]S(C3C=CC(C)=CC=3)(=O)=O)[N:11]=2)[CH:2]=1.C([O:34][C:35](=[O:56])[C:36]([O:49][C:50]1[CH:55]=[CH:54][CH:53]=[CH:52][CH:51]=1)([CH3:48])[CH2:37][C:38]1[C:47]2[C:42](=[CH:43][CH:44]=[CH:45][CH:46]=2)[CH:41]=[CH:40][CH:39]=1)C. Product: [C:1]1([C:26]2[CH:31]=[CH:30][CH:29]=[CH:28][CH:27]=2)[CH:6]=[CH:5][CH:4]=[C:3]([C:7]2[O:8][C:9]([CH3:25])=[C:10]([CH2:12][CH2:13][O:14][C:41]3[C:42]4[C:47](=[CH:46][CH:45]=[CH:44][CH:43]=4)[C:38]([CH2:37][C:36]([CH3:48])([O:49][C:50]4[CH:55]=[CH:54][CH:53]=[CH:52][CH:51]=4)[C:35]([OH:56])=[O:34])=[CH:39][CH:40]=3)[N:11]=2)[CH:2]=1. The catalyst class is: 8. (3) Reactant: COC[O:4][C:5]1[CH:10]=[C:9]([O:11]COC)[CH:8]=[CH:7][C:6]=1[CH:15]1[CH2:20][CH2:19][CH2:18][CH:17]([CH2:21][OH:22])[CH2:16]1. Product: [OH:22][CH2:21][CH:17]1[CH2:18][CH2:19][CH2:20][CH:15]([C:6]2[CH:7]=[CH:8][C:9]([OH:11])=[CH:10][C:5]=2[OH:4])[CH2:16]1. The catalyst class is: 5. (4) Reactant: [F:1][C:2]1[C:11]2[O:10][CH2:9][CH2:8][C:7](=O)[C:6]=2[C:5]([CH3:13])=[CH:4][CH:3]=1. Product: [F:1][C:2]1[C:11]2[O:10][CH2:9][CH2:8][CH2:7][C:6]=2[C:5]([CH3:13])=[CH:4][CH:3]=1. The catalyst class is: 183.